Task: Regression. Given two drug SMILES strings and cell line genomic features, predict the synergy score measuring deviation from expected non-interaction effect.. Dataset: NCI-60 drug combinations with 297,098 pairs across 59 cell lines Drug 1: C1CCC(C(C1)N)N.C(=O)(C(=O)[O-])[O-].[Pt+4]. Drug 2: CC(C)CN1C=NC2=C1C3=CC=CC=C3N=C2N. Cell line: SF-539. Synergy scores: CSS=11.6, Synergy_ZIP=-0.870, Synergy_Bliss=5.87, Synergy_Loewe=-0.322, Synergy_HSA=0.240.